Dataset: Peptide-MHC class I binding affinity with 185,985 pairs from IEDB/IMGT. Task: Regression. Given a peptide amino acid sequence and an MHC pseudo amino acid sequence, predict their binding affinity value. This is MHC class I binding data. (1) The peptide sequence is SSLVKNVNK. The MHC is HLA-A03:01 with pseudo-sequence HLA-A03:01. The binding affinity (normalized) is 0.439. (2) The peptide sequence is YTTGGTSR. The MHC is Mamu-A01 with pseudo-sequence Mamu-A01. The binding affinity (normalized) is 0. (3) The binding affinity (normalized) is 0. The peptide sequence is AFPTSCHM. The MHC is HLA-A02:02 with pseudo-sequence HLA-A02:02. (4) The peptide sequence is SYWVRANFK. The MHC is HLA-A02:03 with pseudo-sequence HLA-A02:03. The binding affinity (normalized) is 0.0847.